Dataset: Reaction yield outcomes from USPTO patents with 853,638 reactions. Task: Predict the reaction yield, written as a fraction of the theoretical maximum amount of product (1.0 means a 100% yield; for example, 0.34 means a 34% yield). (1) The reactants are C[N+]1(CCCS([O-])(=O)=O)[C@@H]2C[C@@H:8]([O:10][C:11]([CH:13]([C:16]3[CH:17]=CC=CC=3)[CH2:14][OH:15])=[O:12])[CH2:9][C@H]1CC2.[CH2:29]([Li])CCC.Cl[Si:35]([CH3:38])([CH3:37])[CH3:36].[Cl-].[NH4+]. The catalyst is O1CCCC1. The product is [CH3:36][Si:35]([CH3:38])([CH3:37])[C:14]1[O:15][CH:17]=[CH:16][C:13]=1[C:11]1([CH3:29])[O:10][CH2:8][CH2:9][O:12]1. The yield is 0.920. (2) The reactants are N[C:2]1[CH:3]=[N:4][C:5]2[C:10]([CH:11]=1)=[CH:9][C:8]([CH3:12])=[CH:7][CH:6]=2.N([O-])=[O:14].[Na+].[OH-].[Na+]. The catalyst is OS(O)(=O)=O.O. The product is [OH:14][C:2]1[CH:3]=[N:4][C:5]2[C:10]([CH:11]=1)=[CH:9][C:8]([CH3:12])=[CH:7][CH:6]=2. The yield is 0.290. (3) The reactants are [OH:1][C@@H:2]([CH3:6])[C:3]([NH2:5])=[O:4].[H-].[Na+].[O:9]1[C:13]2[CH:14]=[CH:15][CH:16]=[CH:17][C:12]=2[CH:11]=[C:10]1[C:18]1[N:22]2[N:23]=[C:24](Cl)[CH:25]=[CH:26][C:21]2=[N:20][CH:19]=1. The catalyst is CN(C=O)C. The product is [O:9]1[C:13]2[CH:14]=[CH:15][CH:16]=[CH:17][C:12]=2[CH:11]=[C:10]1[C:18]1[N:22]2[N:23]=[C:24]([NH:5][C:3](=[O:4])[C@@H:2]([OH:1])[CH3:6])[CH:25]=[CH:26][C:21]2=[N:20][CH:19]=1. The yield is 0.580. (4) The reactants are F[C:2]1[C:3]([CH3:11])=[CH:4][C:5]([N+:8]([O-:10])=[O:9])=[N:6][CH:7]=1.[Cl:12][C:13]1[CH:18]=[C:17]([OH:19])[CH:16]=[CH:15][N:14]=1.C([O-])([O-])=O.[K+].[K+].O. The catalyst is CN(C=O)C. The product is [Cl:12][C:13]1[CH:18]=[C:17]([O:19][C:2]2[C:3]([CH3:11])=[CH:4][C:5]([N+:8]([O-:10])=[O:9])=[N:6][CH:7]=2)[CH:16]=[CH:15][N:14]=1. The yield is 0.800. (5) The reactants are Br[C:2]1[C:7](=[O:8])[CH:6]=[CH:5][N:4]([C:9]2[CH:14]=[CH:13][CH:12]=[C:11]([C:15]([F:18])([F:17])[F:16])[CH:10]=2)[N:3]=1.[C:19]1([C:25]2[O:26][CH:27]=[CH:28][C:29]=2B(O)O)[CH:24]=[CH:23][CH:22]=[CH:21][CH:20]=1.C([O-])([O-])=O.[Na+].[Na+]. The catalyst is COCCOC.O.C1C=CC([P]([Pd]([P](C2C=CC=CC=2)(C2C=CC=CC=2)C2C=CC=CC=2)([P](C2C=CC=CC=2)(C2C=CC=CC=2)C2C=CC=CC=2)[P](C2C=CC=CC=2)(C2C=CC=CC=2)C2C=CC=CC=2)(C2C=CC=CC=2)C2C=CC=CC=2)=CC=1. The product is [C:19]1([C:25]2[O:26][CH:27]=[CH:28][C:29]=2[C:2]2[C:7](=[O:8])[CH:6]=[CH:5][N:4]([C:9]3[CH:14]=[CH:13][CH:12]=[C:11]([C:15]([F:18])([F:17])[F:16])[CH:10]=3)[N:3]=2)[CH:20]=[CH:21][CH:22]=[CH:23][CH:24]=1. The yield is 0.0700. (6) The reactants are S(Cl)([Cl:3])=O.[CH2:5]1[C:14]2[C:9](=[CH:10][CH:11]=[CH:12][CH:13]=2)[CH:8](O)[CH2:7][O:6]1.N1C=CC=CC=1. The catalyst is C(OCC)C. The product is [Cl:3][CH:8]1[C:9]2[C:14](=[CH:13][CH:12]=[CH:11][CH:10]=2)[CH2:5][O:6][CH2:7]1. The yield is 0.990.